This data is from Full USPTO retrosynthesis dataset with 1.9M reactions from patents (1976-2016). The task is: Predict the reactants needed to synthesize the given product. (1) Given the product [F:1][C:2]([F:47])([F:48])[C:3]1[CH:4]=[C:5]([C@H:13]2[O:17][C:16](=[O:18])[N:15]([CH2:19][C:20]3[C:25]([C:26]4[S:30][C:29]([C:31]5[CH:39]=[CH:38][C:34]([C:35]([OH:37])=[O:36])=[CH:33][C:32]=5[CH3:40])=[N:28][C:27]=4[CH3:41])=[CH:24][N:23]=[C:22]([N:52]4[CH2:53][C:50]([F:54])([F:49])[CH2:51]4)[N:21]=3)[C@H:14]2[CH3:46])[CH:6]=[C:7]([C:9]([F:12])([F:10])[F:11])[CH:8]=1, predict the reactants needed to synthesize it. The reactants are: [F:1][C:2]([F:48])([F:47])[C:3]1[CH:4]=[C:5]([C@H:13]2[O:17][C:16](=[O:18])[N:15]([CH2:19][C:20]3[C:25]([C:26]4[S:30][C:29]([C:31]5[CH:39]=[CH:38][C:34]([C:35]([OH:37])=[O:36])=[CH:33][C:32]=5[CH3:40])=[N:28][C:27]=4[CH3:41])=[CH:24][N:23]=[C:22](S(C)(=O)=O)[N:21]=3)[C@H:14]2[CH3:46])[CH:6]=[C:7]([C:9]([F:12])([F:11])[F:10])[CH:8]=1.[F:49][C:50]1([F:54])[CH2:53][NH:52][CH2:51]1.CCN(C(C)C)C(C)C. (2) Given the product [CH2:20]([O:22][C:23]1[C:24]([CH3:30])=[N:25][CH:26]=[CH:27][C:28]=1[O:29][CH2:32][CH2:31][O:33][CH2:34][CH3:35])[CH3:21], predict the reactants needed to synthesize it. The reactants are: C1(P(C2C=CC=CC=2)C2C=CC=CC=2)C=CC=CC=1.[CH2:20]([O:22][C:23]1[C:28](=[O:29])[CH:27]=[CH:26][NH:25][C:24]=1[CH3:30])[CH3:21].[CH2:31]([O:33][CH2:34][CH2:35]O)[CH3:32].CCOC(/N=N/C(OCC)=O)=O. (3) Given the product [C:41]([C:40]1[CH:39]=[C:38]([CH:8]=[CH:7][C@@H:4]2[CH2:5][CH2:6][C:2](=[O:1])[C@H:3]2[CH2:22][CH2:23][CH2:24][CH2:25][CH2:26][CH2:27][C:28]([OH:30])=[O:29])[CH:45]=[CH:44][CH:43]=1)#[N:42], predict the reactants needed to synthesize it. The reactants are: [O:1]=[C:2]1[CH2:6][CH2:5][C@@H:4]([CH:7]=[CH:8][Sn](CCCC)(CCCC)CCCC)[C@@H:3]1[CH2:22][CH2:23][CH2:24][CH2:25][CH2:26][CH2:27][C:28]([OH:30])=[O:29].C(=O)([O-])[O-].[K+].[K+].Br[C:38]1[CH:39]=[C:40]([CH:43]=[CH:44][CH:45]=1)[C:41]#[N:42]. (4) Given the product [Br:5][C:6]1[CH:7]=[CH:8][C:9]2[N:10]([CH:12]=[C:13]([C:15]([NH:30][CH2:29][C:26]3[CH:27]=[CH:28][C:23]([O:22][C:21]([F:20])([F:31])[F:32])=[CH:24][CH:25]=3)=[O:17])[N:14]=2)[CH:11]=1, predict the reactants needed to synthesize it. The reactants are: C[Al](C)C.[Br:5][C:6]1[CH:7]=[CH:8][C:9]2[N:10]([CH:12]=[C:13]([C:15]([O:17]CC)=O)[N:14]=2)[CH:11]=1.[F:20][C:21]([F:32])([F:31])[O:22][C:23]1[CH:28]=[CH:27][C:26]([CH2:29][NH2:30])=[CH:25][CH:24]=1. (5) Given the product [Cl:1][C:2]1[N:7]=[C:6]([C:22](=[C:13]2[CH:14]=[CH:15][C:16]3[C:21](=[CH:20][CH:19]=[CH:18][CH:17]=3)[NH:12]2)[C:23]([O:25][CH2:26][CH3:27])=[O:24])[C:5]([N+:9]([O-:11])=[O:10])=[CH:4][N:3]=1, predict the reactants needed to synthesize it. The reactants are: [Cl:1][C:2]1[N:7]=[C:6](Cl)[C:5]([N+:9]([O-:11])=[O:10])=[CH:4][N:3]=1.[N:12]1[C:21]2[C:16](=[CH:17][CH:18]=[CH:19][CH:20]=2)[CH:15]=[CH:14][C:13]=1[CH2:22][C:23]([O:25][CH2:26][CH3:27])=[O:24].